From a dataset of NCI-60 drug combinations with 297,098 pairs across 59 cell lines. Regression. Given two drug SMILES strings and cell line genomic features, predict the synergy score measuring deviation from expected non-interaction effect. (1) Drug 1: C1=NC(=NC(=O)N1C2C(C(C(O2)CO)O)O)N. Drug 2: CC1C(C(CC(O1)OC2CC(CC3=C2C(=C4C(=C3O)C(=O)C5=CC=CC=C5C4=O)O)(C(=O)C)O)N)O. Cell line: T-47D. Synergy scores: CSS=44.0, Synergy_ZIP=4.05, Synergy_Bliss=6.36, Synergy_Loewe=4.13, Synergy_HSA=7.34. (2) Drug 1: C1=C(C(=O)NC(=O)N1)N(CCCl)CCCl. Drug 2: CC1=C(C=C(C=C1)C(=O)NC2=CC(=CC(=C2)C(F)(F)F)N3C=C(N=C3)C)NC4=NC=CC(=N4)C5=CN=CC=C5. Cell line: BT-549. Synergy scores: CSS=6.64, Synergy_ZIP=-8.11, Synergy_Bliss=-1.53, Synergy_Loewe=-7.88, Synergy_HSA=-6.69.